This data is from Forward reaction prediction with 1.9M reactions from USPTO patents (1976-2016). The task is: Predict the product of the given reaction. The product is: [F:1][C:2]1[CH:3]=[C:4]2[C:13](=[CH:14][CH:15]=1)[C:12]1[CH:11]=[CH:10][CH:9]=[CH:8][C:7]=1[N:6]([S:25]([C:22]1[CH:21]=[CH:20][C:19]([O:18][CH3:17])=[CH:24][CH:23]=1)(=[O:27])=[O:26])[C@H:5]2[CH3:16]. Given the reactants [F:1][C:2]1[CH:15]=[CH:14][C:13]2[C:4](=[C:5]([CH3:16])[N:6]=[C:7]3[C:12]=2[CH:11]=[CH:10][CH:9]=[CH:8]3)[CH:3]=1.[CH3:17][O:18][C:19]1[CH:24]=[CH:23][C:22]([S:25](Cl)(=[O:27])=[O:26])=[CH:21][CH:20]=1.B.CSC.B1(C)OC(C2C=CC=CC=2)(C2C=CC=CC=2)[C@@H]2N1CCC2.[OH-].[Na+], predict the reaction product.